From a dataset of Peptide-MHC class I binding affinity with 185,985 pairs from IEDB/IMGT. Regression. Given a peptide amino acid sequence and an MHC pseudo amino acid sequence, predict their binding affinity value. This is MHC class I binding data. (1) The peptide sequence is IEELRQHLL. The MHC is Mamu-A11 with pseudo-sequence Mamu-A11. The binding affinity (normalized) is 0.506. (2) The peptide sequence is PTMNNAKLT. The MHC is HLA-A02:01 with pseudo-sequence HLA-A02:01. The binding affinity (normalized) is 0.0854. (3) The peptide sequence is QEIQLLAAVG. The MHC is HLA-B18:01 with pseudo-sequence HLA-B18:01. The binding affinity (normalized) is 0.183. (4) The peptide sequence is GAWCYDYTV. The MHC is HLA-A25:01 with pseudo-sequence HLA-A25:01. The binding affinity (normalized) is 0.0847. (5) The peptide sequence is HINSPFKVI. The MHC is HLA-A02:02 with pseudo-sequence YFAMYGEKVAHTHVDTLYLRYHYYTWAVWAYTWY. The binding affinity (normalized) is 0.0329. (6) The peptide sequence is GVGAVAMSL. The MHC is HLA-A02:01 with pseudo-sequence HLA-A02:01. The binding affinity (normalized) is 0.243. (7) The binding affinity (normalized) is 0. The peptide sequence is EENLLDFVRF. The MHC is HLA-A31:01 with pseudo-sequence HLA-A31:01. (8) The binding affinity (normalized) is 0.0847. The peptide sequence is KTDAGASTY. The MHC is HLA-B15:09 with pseudo-sequence HLA-B15:09. (9) The peptide sequence is SHEQGDIAL. The MHC is HLA-B35:01 with pseudo-sequence HLA-B35:01. The binding affinity (normalized) is 0.285.